The task is: Binary Classification. Given a miRNA mature sequence and a target amino acid sequence, predict their likelihood of interaction.. This data is from Experimentally validated miRNA-target interactions with 360,000+ pairs, plus equal number of negative samples. (1) The miRNA is hsa-miR-627-3p with sequence UCUUUUCUUUGAGACUCACU. The protein sequence of the target gene is MLTLPFDESVVMPESQMCRKFARQCEDQKQIKKPESFPKQVVLRGKSIKRAPGEETEKEEEEEDREEEDENGLSRRRGLRKKKTTKLRLERVKFRRQEANARERNRMHGLNDALDNLRKVVPCYSKTQKLSKIETLRLAKNYIWALSEILRIGKRPDLLTFVQNLCKGLSQPTTNLVAGCLQLNARSFLMGQGGEAAHHTRSPYSTFYPPYHSPELATPPGHGTLDNSKSMKPYNYCSAYESFYESTSPECASPQFEGPLSPPPINYNGIFSLKQEETLDYGKNYNYGMHYCAVPPRGPL.... Result: 0 (no interaction). (2) The miRNA is mmu-miR-466a-5p with sequence UAUGUGUGUGUACAUGUACAUA. The protein sequence of the target gene is MALSSRAHAFSVEALMGRPSKRKAQDPREEMQPELQEEQFVEEGEEILRSPSRDSQQPEKRLKAESSKTVFSCSDESNSQESLQEESVIQVELQGSDLWKRFHDIGTEMIITKAGRRMFPSVRIKVKGMDPVKQYYVILDVVPVDSKRYRYVYHSSQWMVAGNTDHSCITPRFYVHPDSPCSGENWMRQIISFDRVKLTNNEMDDKGHIILQSMHKYNPRVHVVEQDSRIDLSLIESFPTEGVKTFSFKETEFTTVTAYQNQQITKLKIDRNPFAKGFRDPGRNRGVLDGFLETYPWMPS.... Result: 1 (interaction).